Predict the reactants needed to synthesize the given product. From a dataset of Full USPTO retrosynthesis dataset with 1.9M reactions from patents (1976-2016). Given the product [CH:19]1([NH:18][CH2:17][C@@H:13]2[C@H:14]([F:16])[CH2:15][NH:11][CH2:12]2)[CH2:21][CH2:20]1, predict the reactants needed to synthesize it. The reactants are: C(OC([N:11]1[CH2:15][C@@H:14]([F:16])[C@@H:13]([CH2:17][NH:18][CH:19]2[CH2:21][CH2:20]2)[CH2:12]1)=O)C1C=CC=CC=1.[H][H].